From a dataset of Catalyst prediction with 721,799 reactions and 888 catalyst types from USPTO. Predict which catalyst facilitates the given reaction. (1) Product: [C:1]([NH:5][C:6]1[C:7](=[N:11][NH:12][C:13]2[CH:18]=[CH:17][CH:16]=[CH:15][CH:14]=2)[C:8]([CH3:9])=[N:40][N:39]=1)([CH3:4])([CH3:3])[CH3:2]. Reactant: [C:1]([NH:5][C:6](=O)[C:7](=[N:11][NH:12][C:13]1[CH:18]=[CH:17][CH:16]=[CH:15][CH:14]=1)[C:8](=O)[CH3:9])([CH3:4])([CH3:3])[CH3:2].NC1C=CC=CC=1.C(NC(=O)CC(C)=O)(C)(C)C.O.[NH2:39][NH2:40]. The catalyst class is: 8. (2) Reactant: N1C=CN=C1.[OH:6][C@H:7]([CH2:14][I:15])[CH2:8][C:9]([O:11][CH2:12][CH3:13])=[O:10].[Na+].[I-].[C:18]([Si:22](Cl)([CH3:24])[CH3:23])([CH3:21])([CH3:20])[CH3:19].[O-]S([O-])(=S)=O.[Na+].[Na+]. Product: [Si:22]([O:6][C@H:7]([CH2:14][I:15])[CH2:8][C:9]([O:11][CH2:12][CH3:13])=[O:10])([C:18]([CH3:21])([CH3:20])[CH3:19])([CH3:24])[CH3:23]. The catalyst class is: 18. (3) Product: [CH3:47][C:48]1[CH:49]=[CH:50][C:51]([N:54]2[CH2:59][CH2:58][N:57]([C:1]([O:2][CH2:3][CH:4]3[CH2:5][CH2:6][N:7]([CH2:10][CH2:11][O:12][CH3:13])[CH2:8][CH2:9]3)=[O:24])[CH2:56][CH2:55]2)=[CH:52][CH:53]=1. Reactant: [C:1](=[O:24])(OC1C=CC([N+]([O-])=O)=CC=1)[O:2][CH2:3][CH:4]1[CH2:9][CH2:8][N:7]([CH2:10][CH2:11][O:12][CH3:13])[CH2:6][CH2:5]1.CN1CCOCC1.ClC(OC1C=CC([N+]([O-])=O)=CC=1)=O.Cl.Cl.[CH3:47][C:48]1[CH:53]=[CH:52][C:51]([N:54]2[CH2:59][CH2:58][NH:57][CH2:56][CH2:55]2)=[CH:50][CH:49]=1.CCN(C(C)C)C(C)C. The catalyst class is: 59. (4) Reactant: [CH:1]([C:3]1[S:7][C:6](/[CH:8]=[CH:9]/[C:10]([NH:12][CH:13]([C:18]2[CH:23]=[CH:22][CH:21]=[C:20]([C:24]([F:27])([F:26])[F:25])[CH:19]=2)[C:14]([F:17])([F:16])[F:15])=[O:11])=[CH:5][C:4]=1[CH3:28])=[O:2].[BH4-].[Na+]. Product: [OH:2][CH2:1][C:3]1[S:7][C:6](/[CH:8]=[CH:9]/[C:10]([NH:12][CH:13]([C:18]2[CH:23]=[CH:22][CH:21]=[C:20]([C:24]([F:27])([F:25])[F:26])[CH:19]=2)[C:14]([F:15])([F:16])[F:17])=[O:11])=[CH:5][C:4]=1[CH3:28]. The catalyst class is: 5. (5) Reactant: C([O:8][C:9]1[N:10]=[N:11][C:12](/[CH:23]=[CH:24]/[C:25]2[CH:30]=[CH:29][C:28]([Cl:31])=[CH:27][CH:26]=2)=[CH:13][C:14]=1[O:15]CC1C=CC=CC=1)C1C=CC=CC=1.B(Br)(Br)Br.CO. Product: [Cl:31][C:28]1[CH:29]=[CH:30][C:25](/[CH:24]=[CH:23]/[C:12]2[CH:13]=[C:14]([OH:15])[C:9](=[O:8])[NH:10][N:11]=2)=[CH:26][CH:27]=1. The catalyst class is: 4. (6) Reactant: Br[C:2]1[N:6]([CH:7]([CH3:9])[CH3:8])[C:5]2[CH:10]([C:25]3[CH:30]=[CH:29][C:28]([Cl:31])=[CH:27][CH:26]=3)[N:11]([C:14]3[CH:15]=[C:16]([CH3:24])[C:17]4[N:21]=[N:20][N:19]([CH3:22])[C:18]=4[CH:23]=3)[C:12](=[O:13])[C:4]=2[N:3]=1.[O:32]1[CH2:37][CH:36]=[C:35](B2OC(C)(C)C(C)(C)O2)[CH2:34][CH2:33]1.C([O-])(O)=O.[Na+]. Product: [Cl:31][C:28]1[CH:29]=[CH:30][C:25]([CH:10]2[C:5]3[N:6]([CH:7]([CH3:9])[CH3:8])[C:2]([C:35]4[CH2:36][CH2:37][O:32][CH2:33][CH:34]=4)=[N:3][C:4]=3[C:12](=[O:13])[N:11]2[C:14]2[CH:15]=[C:16]([CH3:24])[C:17]3[N:21]=[N:20][N:19]([CH3:22])[C:18]=3[CH:23]=2)=[CH:26][CH:27]=1. The catalyst class is: 25.